This data is from Peptide-MHC class I binding affinity with 185,985 pairs from IEDB/IMGT. The task is: Regression. Given a peptide amino acid sequence and an MHC pseudo amino acid sequence, predict their binding affinity value. This is MHC class I binding data. (1) The peptide sequence is FIRWRFYLL. The MHC is HLA-B08:02 with pseudo-sequence HLA-B08:02. The binding affinity (normalized) is 0.0847. (2) The peptide sequence is VPLDEDFRKY. The MHC is HLA-A26:01 with pseudo-sequence HLA-A26:01. The binding affinity (normalized) is 0. (3) The peptide sequence is GPSVASRAL. The MHC is HLA-A24:03 with pseudo-sequence HLA-A24:03. The binding affinity (normalized) is 0.213. (4) The peptide sequence is LTVTQLLRRL. The MHC is Patr-B0101 with pseudo-sequence Patr-B0101. The binding affinity (normalized) is 0.379.